From a dataset of Forward reaction prediction with 1.9M reactions from USPTO patents (1976-2016). Predict the product of the given reaction. Given the reactants [Cl:1][C:2]1[CH:7]=[C:6]([C:8]([F:11])([F:10])[F:9])[CH:5]=[CH:4][C:3]=1[S:12]([N:15]1[CH2:19][C@@H:18]2[C@@H:20]([NH:23][C:24](=O)OC(C)(C)C)[CH2:21][CH2:22][C@@H:17]2[CH2:16]1)(=[O:14])=[O:13].[H-].[Al+3].[Li+].[H-].[H-].[H-], predict the reaction product. The product is: [Cl:1][C:2]1[CH:7]=[C:6]([C:8]([F:11])([F:9])[F:10])[CH:5]=[CH:4][C:3]=1[S:12]([N:15]1[CH2:19][C@@H:18]2[C@@H:20]([NH:23][CH3:24])[CH2:21][CH2:22][C@@H:17]2[CH2:16]1)(=[O:13])=[O:14].